Dataset: Reaction yield outcomes from USPTO patents with 853,638 reactions. Task: Predict the reaction yield, written as a fraction of the theoretical maximum amount of product (1.0 means a 100% yield; for example, 0.34 means a 34% yield). (1) The reactants are [NH2:1][C:2]1[CH:7]=[C:6]([NH:8][CH:9]2[CH2:14][CH2:13][N:12]([C:15](OC(C)(C)C)=O)[CH2:11][CH2:10]2)[C:5]([C:22]2[CH:27]=[CH:26][C:25]([O:28][CH3:29])=[CH:24][CH:23]=2)=[CH:4][N:3]=1.Br[C:31]1[N:32]=[CH:33][C:34]([C:37]#[N:38])=[N:35][CH:36]=1.CC1(C)C2C(=C(P(C3C=CC=CC=3)C3C=CC=CC=3)C=CC=2)OC2C(P(C3C=CC=CC=3)C3C=CC=CC=3)=CC=CC1=2.C(=O)([O-])[O-].[Cs+].[Cs+]. The catalyst is C1C=CC(/C=C/C(/C=C/C2C=CC=CC=2)=O)=CC=1.C1C=CC(/C=C/C(/C=C/C2C=CC=CC=2)=O)=CC=1.C1C=CC(/C=C/C(/C=C/C2C=CC=CC=2)=O)=CC=1.[Pd].[Pd].COCCOC. The product is [CH3:29][O:28][C:25]1[CH:26]=[CH:27][C:22]([C:5]2[C:6]([NH:8][CH:9]3[CH2:14][CH2:13][N:12]([CH3:15])[CH2:11][CH2:10]3)=[CH:7][C:2]([NH:1][C:31]3[N:32]=[CH:33][C:34]([C:37]#[N:38])=[N:35][CH:36]=3)=[N:3][CH:4]=2)=[CH:23][CH:24]=1. The yield is 0.200. (2) The reactants are Cl.[N:2]1([C:8]([C:10]2[CH:15]=[CH:14][C:13]([C:16]3[CH:17]=[C:18]4[C:24]([C:25]5[CH:33]=[CH:32][C:28]([C:29]([NH2:31])=[O:30])=[CH:27][CH:26]=5)=[CH:23][NH:22][C:19]4=[N:20][CH:21]=3)=[CH:12][CH:11]=2)=[O:9])[CH2:7][CH2:6][NH:5][CH2:4][CH2:3]1.C(N(CC)CC)C.[C:41](OC(=O)C)(=[O:43])[CH3:42].CCOC(C)=O. The catalyst is CO. The product is [C:41]([N:5]1[CH2:4][CH2:3][N:2]([C:8]([C:10]2[CH:15]=[CH:14][C:13]([C:16]3[CH:17]=[C:18]4[C:24]([C:25]5[CH:26]=[CH:27][C:28]([C:29]([NH2:31])=[O:30])=[CH:32][CH:33]=5)=[CH:23][NH:22][C:19]4=[N:20][CH:21]=3)=[CH:12][CH:11]=2)=[O:9])[CH2:7][CH2:6]1)(=[O:43])[CH3:42]. The yield is 0.250. (3) The reactants are Cl.[CH3:2][O:3][C:4](=[O:11])[C@@H:5]([NH2:10])[CH2:6][CH:7]([CH3:9])[CH3:8].C[O:13][C:14](=O)[C:15]1[CH:20]=[CH:19][CH:18]=[C:17]([C:21]([F:24])([F:23])[F:22])[C:16]=1[CH2:25]Br.C(N(CC)CC)C. The catalyst is C(#N)C. The product is [CH3:2][O:3][C:4](=[O:11])[C@@H:5]([N:10]1[CH2:25][C:16]2[C:15](=[CH:20][CH:19]=[CH:18][C:17]=2[C:21]([F:24])([F:22])[F:23])[C:14]1=[O:13])[CH2:6][CH:7]([CH3:9])[CH3:8]. The yield is 0.560. (4) The reactants are [CH3:1][C:2]1[CH:3]=[N:4][C:5]([C:8]([OH:10])=O)=[N:6][CH:7]=1.[C:11]1([N:20]2[CH2:24][CH2:23][C@H:22]([NH2:25])[CH2:21]2)[C:12]2[N:13]([CH:17]=[CH:18][CH:19]=2)[CH:14]=[CH:15][N:16]=1.C(N(CC)CC)C.CN(C(ON1N=NC2C=CC=NC1=2)=[N+](C)C)C.F[P-](F)(F)(F)(F)F. The catalyst is CS(C)=O. The product is [CH3:1][C:2]1[CH:7]=[N:6][C:5]([C:8]([NH:25][C@H:22]2[CH2:23][CH2:24][N:20]([C:11]3[C:12]4[N:13]([CH:17]=[CH:18][CH:19]=4)[CH:14]=[CH:15][N:16]=3)[CH2:21]2)=[O:10])=[N:4][CH:3]=1. The yield is 0.410. (5) The reactants are Cl[C:2]1[N:3]=[C:4]([OH:12])[C:5]2[CH:11]=[CH:10][N:9]=[CH:8][C:6]=2[N:7]=1.[CH3:13][N:14]1[C:22]2[C:17](=[CH:18][C:19]([OH:23])=[CH:20][CH:21]=2)[CH:16]=[CH:15]1. No catalyst specified. The product is [CH3:13][N:14]1[C:22]2[C:17](=[CH:18][C:19]([O:23][C:2]3[N:3]=[C:4]([OH:12])[C:5]4[CH:11]=[CH:10][N:9]=[CH:8][C:6]=4[N:7]=3)=[CH:20][CH:21]=2)[CH:16]=[CH:15]1. The yield is 0.0250. (6) The reactants are [CH:1]1[C:14]2[C:5](=[CH:6][C:7]3[C:12]([C:13]=2[C:15]2[CH:16]=[N:17][CH:18]=[N:19][CH:20]=2)=[CH:11][CH:10]=[CH:9][CH:8]=3)[CH:4]=[CH:3][CH:2]=1.C1C(=O)N([Br:28])C(=O)C1. The catalyst is C(Cl)Cl. The product is [Br:28][C:6]1[C:7]2[C:12](=[CH:11][CH:10]=[CH:9][CH:8]=2)[C:13]([C:15]2[CH:16]=[N:17][CH:18]=[N:19][CH:20]=2)=[C:14]2[C:5]=1[CH:4]=[CH:3][CH:2]=[CH:1]2. The yield is 0.910. (7) The reactants are [CH2:1]([O:8][C:9]1[C:10]([N+:16]([O-:18])=[O:17])=[N:11][C:12](Br)=[CH:13][CH:14]=1)[C:2]1[CH:7]=[CH:6][CH:5]=[CH:4][CH:3]=1.[CH3:19][O:20][C:21](=[O:28])[CH2:22][CH2:23][S:24]([O:26][Na])=[O:25]. The catalyst is CS(C)=O.I[Cu]. The product is [CH2:1]([O:8][C:9]1[CH:14]=[CH:13][C:12]([S:24]([CH2:23][CH2:22][C:21]([O:20][CH3:19])=[O:28])(=[O:26])=[O:25])=[N:11][C:10]=1[N+:16]([O-:18])=[O:17])[C:2]1[CH:7]=[CH:6][CH:5]=[CH:4][CH:3]=1. The yield is 0.292. (8) The reactants are FC(F)(F)S(O[C:7]1[CH:8]=[C:9]2[C:14](=[CH:15][C:16]=1[O:17][CH3:18])[N:13]=[CH:12][N:11]=[C:10]2[NH:19][C:20]1[CH:25]=[CH:24][CH:23]=[C:22]([Cl:26])[C:21]=1[F:27])(=O)=O.[CH:30]([O:32]CCCC)=[CH2:31].C(N(CC)CC)C.C1(P(C2C=CC=CC=2)CCCP(C2C=CC=CC=2)C2C=CC=CC=2)C=CC=CC=1.Cl.C(=O)([O-])O.[Na+]. The catalyst is CN(C)C=O.C([O-])(=O)C.[Pd+2].C([O-])(=O)C. The product is [Cl:26][C:22]1[C:21]([F:27])=[C:20]([NH:19][C:10]2[C:9]3[C:14](=[CH:15][C:16]([O:17][CH3:18])=[C:7]([C:30](=[O:32])[CH3:31])[CH:8]=3)[N:13]=[CH:12][N:11]=2)[CH:25]=[CH:24][CH:23]=1. The yield is 0.740. (9) The reactants are [CH2:1]([O:8][C:9]([N:11]1[CH2:15][C@@H:14]([O:16][Si:17]([C:20]([CH3:23])([CH3:22])[CH3:21])([CH3:19])[CH3:18])[CH2:13][C@@H:12]1[CH:24](OC(OC1C=CC=CC=1)=S)[C:25]1[C:26]([CH3:32])=[N:27][N:28]([CH3:31])[C:29]=1[CH3:30])=[O:10])[C:2]1[CH:7]=[CH:6][CH:5]=[CH:4][CH:3]=1.C([SnH](CCCC)CCCC)CCC.N(C(C)(C)C#N)=NC(C)(C)C#N. The catalyst is C1(C)C=CC=CC=1. The product is [CH2:1]([O:8][C:9]([N:11]1[CH2:15][C@@H:14]([O:16][Si:17]([C:20]([CH3:22])([CH3:23])[CH3:21])([CH3:19])[CH3:18])[CH2:13][C@@H:12]1[CH2:24][C:25]1[C:26]([CH3:32])=[N:27][N:28]([CH3:31])[C:29]=1[CH3:30])=[O:10])[C:2]1[CH:3]=[CH:4][CH:5]=[CH:6][CH:7]=1. The yield is 0.770. (10) The reactants are [Cl:1][C:2]1[N:7]=[C:6](Cl)[C:5]([C:9]([F:12])([F:11])[F:10])=[CH:4][N:3]=1.[CH3:13][NH:14][CH3:15]. The catalyst is C1COCC1. The product is [Cl:1][C:2]1[N:7]=[C:6]([N:14]([CH3:15])[CH3:13])[C:5]([C:9]([F:12])([F:11])[F:10])=[CH:4][N:3]=1. The yield is 0.470.